Predict the reactants needed to synthesize the given product. From a dataset of Full USPTO retrosynthesis dataset with 1.9M reactions from patents (1976-2016). (1) Given the product [CH2:3]([CH2:15][NH2:16])[CH2:4][C:5]([P:7]([O-:9])([OH:10])=[O:8])([P:11]([OH:14])([OH:13])=[O:12])[OH:6].[Na+:2], predict the reactants needed to synthesize it. The reactants are: [OH-].[Na+:2].[CH2:3]([CH2:15][NH2:16])[CH2:4][C:5]([P:11]([OH:14])([OH:13])=[O:12])([P:7]([OH:10])([OH:9])=[O:8])[OH:6]. (2) Given the product [C:1]([OH:9])(=[O:8])[CH:2]([CH2:4][C:5]([OH:7])=[O:6])[OH:3].[C:10]([OH:15])(=[O:14])[CH:11]([CH3:13])[OH:12], predict the reactants needed to synthesize it. The reactants are: [C:1]([OH:9])(=[O:8])[CH:2]([CH2:4][C:5]([OH:7])=[O:6])[OH:3].[C:10]([OH:15])(=[O:14])[CH:11]([CH3:13])[OH:12]. (3) Given the product [CH3:1][O:2][C:3](=[O:12])[C:4]1[CH:5]=[C:6]([NH:11][S:14]([CH3:13])(=[O:16])=[O:15])[CH:7]=[C:8]([Cl:10])[CH:9]=1, predict the reactants needed to synthesize it. The reactants are: [CH3:1][O:2][C:3](=[O:12])[C:4]1[CH:9]=[C:8]([Cl:10])[CH:7]=[C:6]([NH2:11])[CH:5]=1.[CH3:13][S:14](Cl)(=[O:16])=[O:15].N1C=CC=CC=1. (4) Given the product [F:24][C:23]1[C:18]2[O:17][CH2:16][C@H:15]([CH3:29])[NH:14][C:19]=2[C:20]([N+:25]([O-:27])=[O:26])=[CH:21][CH:22]=1, predict the reactants needed to synthesize it. The reactants are: C(O)(C(F)(F)F)=O.C(OC(=O)[NH:14][C@@H:15]([CH3:29])[CH2:16][O:17][C:18]1[C:23]([F:24])=[CH:22][CH:21]=[C:20]([N+:25]([O-:27])=[O:26])[C:19]=1F)(C)(C)C.C1(C)C=CC=CC=1. (5) Given the product [ClH:36].[Cl:36][C:18]1[CH:17]=[C:16]([NH:15][C:13]2[C:14]3[N:6]([CH2:5][CH2:4][NH:3][C:40](=[O:41])[CH2:39][C:38]([OH:37])([CH3:44])[CH3:43])[CH:7]=[CH:8][C:9]=3[N:10]=[CH:11][N:12]=2)[CH:21]=[CH:20][C:19]=1[O:22][C:23]1[CH:28]=[CH:27][CH:26]=[C:25]([O:29][C:30]([F:35])([F:34])[CH:31]([F:32])[F:33])[CH:24]=1, predict the reactants needed to synthesize it. The reactants are: Cl.Cl.[NH2:3][CH2:4][CH2:5][N:6]1[C:14]2[C:13]([NH:15][C:16]3[CH:21]=[CH:20][C:19]([O:22][C:23]4[CH:28]=[CH:27][CH:26]=[C:25]([O:29][C:30]([F:35])([F:34])[CH:31]([F:33])[F:32])[CH:24]=4)=[C:18]([Cl:36])[CH:17]=3)=[N:12][CH:11]=[N:10][C:9]=2[CH:8]=[CH:7]1.[OH:37][C:38]([CH3:44])([CH3:43])[CH2:39][C:40](O)=[O:41].ON1C2C=CC=CC=2N=N1.Cl.C(N=C=NCCCN(C)C)C.